This data is from NCI-60 drug combinations with 297,098 pairs across 59 cell lines. The task is: Regression. Given two drug SMILES strings and cell line genomic features, predict the synergy score measuring deviation from expected non-interaction effect. (1) Drug 1: CC1=C2C(C(=O)C3(C(CC4C(C3C(C(C2(C)C)(CC1OC(=O)C(C(C5=CC=CC=C5)NC(=O)C6=CC=CC=C6)O)O)OC(=O)C7=CC=CC=C7)(CO4)OC(=O)C)O)C)OC(=O)C. Drug 2: CCN(CC)CCCC(C)NC1=C2C=C(C=CC2=NC3=C1C=CC(=C3)Cl)OC. Cell line: K-562. Synergy scores: CSS=61.1, Synergy_ZIP=0.717, Synergy_Bliss=0.715, Synergy_Loewe=-8.54, Synergy_HSA=0.379. (2) Drug 1: CC(CN1CC(=O)NC(=O)C1)N2CC(=O)NC(=O)C2. Drug 2: COCCOC1=C(C=C2C(=C1)C(=NC=N2)NC3=CC=CC(=C3)C#C)OCCOC.Cl. Cell line: NCI-H322M. Synergy scores: CSS=27.2, Synergy_ZIP=3.91, Synergy_Bliss=6.13, Synergy_Loewe=-13.7, Synergy_HSA=7.11.